This data is from Forward reaction prediction with 1.9M reactions from USPTO patents (1976-2016). The task is: Predict the product of the given reaction. (1) Given the reactants [CH3:1][O:2][C:3]1[CH:11]=[CH:10][C:6]([C:7]([NH2:9])=[O:8])=[CH:5][C:4]=1[C:12]([F:15])([F:14])[F:13].C[O:17][C:18](=[O:24])[CH2:19][C:20]([CH2:22]Cl)=O, predict the reaction product. The product is: [CH3:1][O:2][C:3]1[CH:11]=[CH:10][C:6]([C:7]2[O:8][CH:22]=[C:20]([CH2:19][C:18]([OH:24])=[O:17])[N:9]=2)=[CH:5][C:4]=1[C:12]([F:13])([F:14])[F:15]. (2) Given the reactants CS([C:5]1[N:10]=[C:9]([C:11]2[N:15]3[CH2:16][CH2:17][CH2:18][N:14]3[C:13](=[O:19])[C:12]=2[O:20][C:21]2[CH:26]=[CH:25][CH:24]=[CH:23][C:22]=2[CH3:27])[CH:8]=[CH:7][N:6]=1)(=O)=O.[CH3:28][O:29][CH2:30][C@@H:31]([NH2:33])[CH3:32], predict the reaction product. The product is: [CH3:28][O:29][CH2:30][C@@H:31]([NH:33][C:5]1[N:10]=[C:9]([C:11]2[N:15]3[CH2:16][CH2:17][CH2:18][N:14]3[C:13](=[O:19])[C:12]=2[O:20][C:21]2[CH:26]=[CH:25][CH:24]=[CH:23][C:22]=2[CH3:27])[CH:8]=[CH:7][N:6]=1)[CH3:32].